Dataset: Retrosynthesis with 50K atom-mapped reactions and 10 reaction types from USPTO. Task: Predict the reactants needed to synthesize the given product. (1) The reactants are: CCCCCCCCCCCCc1ccc(-c2nc(C3(C(N)=O)CC3)no2)cc1. Given the product CCCCCCCCCCCCc1ccc(-c2nc(C3(C#N)CC3)no2)cc1, predict the reactants needed to synthesize it. (2) Given the product CN(C(=O)OC(C)(C)C)C1CN(c2cc(Cl)ncn2)C1, predict the reactants needed to synthesize it. The reactants are: CN(C(=O)OC(C)(C)C)C1CNC1.Clc1cc(Cl)ncn1. (3) Given the product CCCCN1CCC(CNC(=O)c2cc(Cl)c(N)n3cc(CC)nc23)CC1, predict the reactants needed to synthesize it. The reactants are: CCCCN1CCC(CN)CC1.CCc1cn2c(N)c(Cl)cc(C(=O)O)c2n1.